From a dataset of CYP2C19 inhibition data for predicting drug metabolism from PubChem BioAssay. Regression/Classification. Given a drug SMILES string, predict its absorption, distribution, metabolism, or excretion properties. Task type varies by dataset: regression for continuous measurements (e.g., permeability, clearance, half-life) or binary classification for categorical outcomes (e.g., BBB penetration, CYP inhibition). Dataset: cyp2c19_veith. (1) The compound is O=C(CCCn1cnc([N+](=O)[O-])n1)Nc1ccc(Cl)c(Cl)c1. The result is 1 (inhibitor). (2) The result is 1 (inhibitor). The molecule is COc1ccccc1-c1ccc2ncnc(Nc3ccccc3)c2c1. (3) The drug is Cc1cc(NC(=O)Nc2ccc(N(C)C)cc2)c2cc(F)cc(F)c2n1. The result is 1 (inhibitor). (4) The result is 1 (inhibitor). The compound is Cc1cc(SCC(=O)c2cccs2)nc2c(C)cccc12. (5) The compound is C[C@]1(c2ccccc2)OC(C(=O)O)=CC1=O. The result is 0 (non-inhibitor). (6) The drug is COC(=O)N1CCC2(CCCN(Cc3nccs3)C2)CC1. The result is 1 (inhibitor).